Predict the product of the given reaction. From a dataset of Forward reaction prediction with 1.9M reactions from USPTO patents (1976-2016). (1) Given the reactants [CH2:1]1[NH:6][C:4](=[O:5])[NH:3][CH2:2]1.[CH:7]([CH:9]=[O:10])=[O:8], predict the reaction product. The product is: [CH2:1]1[NH:6][C:4](=[O:5])[NH:3][CH2:2]1.[CH2:9]([OH:10])[CH2:7][OH:8].[CH:7]([CH:4]=[O:5])=[O:8]. (2) The product is: [C:17]([O:9][CH2:8][CH:7]([C:1]1[CH:2]=[CH:3][CH:4]=[CH:5][CH:6]=1)[S:10][C:11]1[CH:16]=[CH:15][CH:14]=[CH:13][CH:12]=1)(=[O:21])[C:18]([CH3:20])=[CH2:19]. Given the reactants [C:1]1([CH:7]([S:10][C:11]2[CH:16]=[CH:15][CH:14]=[CH:13][CH:12]=2)[CH2:8][OH:9])[CH:6]=[CH:5][CH:4]=[CH:3][CH:2]=1.[C:17](OC)(=[O:21])[C:18]([CH3:20])=[CH2:19].C([Sn](=O)CCCC)CCC.COC1C=CC(O)=CC=1, predict the reaction product. (3) The product is: [N:31]1([C:2]2[S:3][C:4]3[C:10]([O:11][S:12]([C:15]([F:17])([F:16])[F:18])(=[O:14])=[O:13])=[C:9]([C@H:19]([O:25][C:26]([CH3:28])([CH3:29])[CH3:27])[C:20]([O:22][CH2:23][CH3:24])=[O:21])[C:8]([CH3:30])=[CH:7][C:5]=3[N:6]=2)[CH2:34][CH2:33][CH2:32]1. Given the reactants Br[C:2]1[S:3][C:4]2[C:10]([O:11][S:12]([C:15]([F:18])([F:17])[F:16])(=[O:14])=[O:13])=[C:9]([C@H:19]([O:25][C:26]([CH3:29])([CH3:28])[CH3:27])[C:20]([O:22][CH2:23][CH3:24])=[O:21])[C:8]([CH3:30])=[CH:7][C:5]=2[N:6]=1.[NH:31]1[CH2:34][CH2:33][CH2:32]1.[NH4+].[Cl-], predict the reaction product. (4) Given the reactants [C:1]1([C:7]2[C:14]3[S:13][C:12]([NH2:15])=[N:11][C:10]=3[NH:9][N:8]=2)[CH:6]=[CH:5][CH:4]=[CH:3][CH:2]=1.[CH3:16][O:17][CH2:18][CH2:19][O:20][CH2:21][C:22](Cl)=[O:23].C(O)C(N)(CO)CO, predict the reaction product. The product is: [CH3:16][O:17][CH2:18][CH2:19][O:20][CH2:21][C:22]([NH:15][C:12]1[S:13][C:14]2[C:7]([C:1]3[CH:2]=[CH:3][CH:4]=[CH:5][CH:6]=3)=[N:8][NH:9][C:10]=2[N:11]=1)=[O:23].